From a dataset of Catalyst prediction with 721,799 reactions and 888 catalyst types from USPTO. Predict which catalyst facilitates the given reaction. (1) Reactant: [Cl:1][C:2]1[CH:11]=[CH:10][CH:9]=[CH:8][C:3]=1[C:4](=O)[CH2:5]Br.[CH3:12][C:13]([C:16]([NH2:18])=[NH:17])([CH3:15])[CH3:14].Cl.C(=O)([O-])[O-].[K+].[K+].C(=O)([O-])O.[Na+]. Product: [C:13]([C:16]1[NH:17][CH:5]=[C:4]([C:3]2[CH:8]=[CH:9][CH:10]=[CH:11][C:2]=2[Cl:1])[N:18]=1)([CH3:15])([CH3:14])[CH3:12]. The catalyst class is: 10. (2) Reactant: C(N(CC)CC)C.Cl.[NH:9]1[CH2:14][CH2:13][CH2:12][C@H:11]([CH2:15][C:16]([O:18][CH3:19])=[O:17])[CH2:10]1.[C:20](O[C:20]([O:22][C:23]([CH3:26])([CH3:25])[CH3:24])=[O:21])([O:22][C:23]([CH3:26])([CH3:25])[CH3:24])=[O:21].C(=O)([O-])O.[Na+]. Product: [C:23]([O:22][C:20]([N:9]1[CH2:14][CH2:13][CH2:12][C@H:11]([CH2:15][C:16]([O:18][CH3:19])=[O:17])[CH2:10]1)=[O:21])([CH3:26])([CH3:25])[CH3:24]. The catalyst class is: 4. (3) Reactant: COCCOC[O:7][C:8]1[CH:13]=[CH:12][C:11]([C:14]2[N:19]=[C:18]([C:20]#[N:21])[C:17]3[N:22]=[N:23][N:24]([CH3:25])[C:16]=3[CH:15]=2)=[CH:10][C:9]=1[C:26]([F:29])([F:28])[F:27].Cl.CCOC(C)=O.N. Product: [OH:7][C:8]1[CH:13]=[CH:12][C:11]([C:14]2[N:19]=[C:18]([C:20]#[N:21])[C:17]3[N:22]=[N:23][N:24]([CH3:25])[C:16]=3[CH:15]=2)=[CH:10][C:9]=1[C:26]([F:29])([F:28])[F:27]. The catalyst class is: 1. (4) Reactant: C[O:2][C:3](=[O:21])[C:4]1[CH:9]=[CH:8][CH:7]=[C:6]([CH2:10][O:11][C:12]2[CH:17]=[CH:16][CH:15]=[CH:14][C:13]=2[C:18](=[O:20])[NH2:19])[CH:5]=1.[OH-].[Na+]. Product: [C:18]([C:13]1[CH:14]=[CH:15][CH:16]=[CH:17][C:12]=1[O:11][CH2:10][C:6]1[CH:5]=[C:4]([CH:9]=[CH:8][CH:7]=1)[C:3]([OH:21])=[O:2])(=[O:20])[NH2:19]. The catalyst class is: 5. (5) Reactant: [CH2:1]([N:8]1[CH:12]([CH3:13])[C@H:11]([CH3:14])OS1(=O)=O)[C:2]1[CH:7]=[CH:6][CH:5]=[CH:4][CH:3]=1.[Br:17][C:18]1[CH:19]=[N:20][NH:21][CH:22]=1.C([O-])([O-])=O.[Cs+].[Cs+]. Product: [CH2:1]([NH:8][C@H:12]([CH:11]([N:20]1[CH:19]=[C:18]([Br:17])[CH:22]=[N:21]1)[CH3:14])[CH3:13])[C:2]1[CH:7]=[CH:6][CH:5]=[CH:4][CH:3]=1. The catalyst class is: 3. (6) Reactant: [CH2:1]([O:3][C:4]([C:6]1[N:7]([CH2:19][Si](C)(C)C)[N:8]=[N:9][C:10]=1[C:11]1[CH:16]=[CH:15][C:14]([Br:17])=[CH:13][C:12]=1[F:18])=[O:5])[CH3:2].O.CCCC[N+](CCCC)(CCCC)CCCC.[F-]. Product: [CH2:1]([O:3][C:4]([C:6]1[N:7]([CH3:19])[N:8]=[N:9][C:10]=1[C:11]1[CH:16]=[CH:15][C:14]([Br:17])=[CH:13][C:12]=1[F:18])=[O:5])[CH3:2]. The catalyst class is: 7. (7) Reactant: [N:1]1[CH:6]=[CH:5][CH:4]=[CH:3][C:2]=1[CH2:7][C:8]([NH2:10])=[O:9].[H-].[Na+].[O:13]1[C:17]2[CH:18]=[CH:19][CH:20]=[CH:21][C:16]=2[CH:15]=[C:14]1[C:22]1[N:26]2[N:27]=[C:28](Cl)[CH:29]=[CH:30][C:25]2=[N:24][CH:23]=1. Product: [O:13]1[C:17]2[CH:18]=[CH:19][CH:20]=[CH:21][C:16]=2[CH:15]=[C:14]1[C:22]1[N:26]2[N:27]=[C:28]([NH:10][C:8](=[O:9])[CH2:7][C:2]3[CH:3]=[CH:4][CH:5]=[CH:6][N:1]=3)[CH:29]=[CH:30][C:25]2=[N:24][CH:23]=1. The catalyst class is: 3. (8) Reactant: C[Si]([N-][Si](C)(C)C)(C)C.[Li+].[Cl-].[CH3:12][O:13]C[P+](C1C=CC=CC=1)(C1C=CC=CC=1)C1C=CC=CC=1.[F:34][C:35]1[CH:36]=[C:37]([CH2:42][C:43]([CH3:47])([CH3:46])[CH:44]=O)[CH:38]=[CH:39][C:40]=1[CH3:41].Cl. The catalyst class is: 1. Product: [F:34][C:35]1[CH:36]=[C:37]([CH2:42][C:43]([CH3:47])([CH3:46])[CH2:44][CH:12]=[O:13])[CH:38]=[CH:39][C:40]=1[CH3:41]. (9) Reactant: [CH2:1](Br)[C:2]1[CH:7]=[CH:6][CH:5]=[CH:4][CH:3]=1.[C:9]([O:13][C:14]([NH:16][C@@:17]1([C:27]([OH:29])=[O:28])[CH2:22][C:21](=[O:23])[C@@H:20]2[C@H:18]1[C@H:19]2[C:24]([OH:26])=[O:25])=[O:15])([CH3:12])([CH3:11])[CH3:10].C(=O)([O-])[O-].[Cs+].[Cs+]. Product: [C:9]([O:13][C:14]([NH:16][C@@:17]1([C:27]([O:29][CH2:1][C:2]2[CH:7]=[CH:6][CH:5]=[CH:4][CH:3]=2)=[O:28])[CH2:22][C:21](=[O:23])[C@@H:20]2[C@H:18]1[C@H:19]2[C:24]([O:26][CH2:1][C:2]1[CH:7]=[CH:6][CH:5]=[CH:4][CH:3]=1)=[O:25])=[O:15])([CH3:12])([CH3:10])[CH3:11]. The catalyst class is: 9. (10) Reactant: [NH2:1][C@@H:2]([CH2:65][CH2:66][CH2:67][CH2:68][NH2:69])[C:3](=[O:64])[NH:4][CH2:5][CH2:6][CH2:7][O:8][CH2:9][CH2:10][O:11][CH2:12][CH2:13][O:14][CH2:15][CH2:16][CH2:17][NH:18][C:19](=[O:63])[CH2:20][CH2:21][O:22][CH2:23][CH2:24][O:25][CH2:26][CH2:27][O:28][CH2:29][CH2:30][O:31][CH2:32][CH2:33][O:34][CH2:35][CH2:36][C:37]([NH:39][CH2:40][CH2:41][CH2:42][O:43][CH2:44][CH2:45][O:46][CH2:47][CH2:48][O:49][CH2:50][CH2:51][CH2:52][NH:53][C:54](=[O:62])[C@@H:55]([NH2:61])[CH2:56][CH2:57][CH2:58][CH2:59][NH2:60])=[O:38].[C:70](Cl)(=[O:84])[CH2:71][CH2:72][CH2:73][CH2:74][CH2:75][CH2:76][CH2:77][CH2:78][CH2:79][CH2:80][CH2:81][CH2:82][CH3:83].C(N([CH2:91][CH3:92])CC)C. Product: [O:64]=[C:3]([C@H:2]([NH:1][C:70](=[O:84])[CH2:71][CH2:72][CH2:73][CH2:74][CH2:75][CH2:76][CH2:77][CH2:78][CH2:79][CH2:80][CH2:81][CH2:91][CH3:92])[CH2:65][CH2:66][CH2:67][CH2:68][NH:69][C:70](=[O:84])[CH2:71][CH2:72][CH2:73][CH2:74][CH2:75][CH2:76][CH2:77][CH2:78][CH2:79][CH2:80][CH2:81][CH2:82][CH3:83])[NH:4][CH2:5][CH2:6][CH2:7][O:8][CH2:9][CH2:10][O:11][CH2:12][CH2:13][O:14][CH2:15][CH2:16][CH2:17][NH:18][C:19](=[O:63])[CH2:20][CH2:21][O:22][CH2:23][CH2:24][O:25][CH2:26][CH2:27][O:28][CH2:29][CH2:30][O:31][CH2:32][CH2:33][O:34][CH2:35][CH2:36][C:37]([NH:39][CH2:40][CH2:41][CH2:42][O:43][CH2:44][CH2:45][O:46][CH2:47][CH2:48][O:49][CH2:50][CH2:51][CH2:52][NH:53][C:54](=[O:62])[C@H:55]([NH:61][C:70](=[O:84])[CH2:71][CH2:72][CH2:73][CH2:74][CH2:75][CH2:76][CH2:77][CH2:78][CH2:79][CH2:80][CH2:81][CH2:82][CH3:83])[CH2:56][CH2:57][CH2:58][CH2:59][NH:60][C:70](=[O:84])[CH2:71][CH2:72][CH2:73][CH2:74][CH2:75][CH2:76][CH2:77][CH2:78][CH2:79][CH2:80][CH2:81][CH2:82][CH3:83])=[O:38]. The catalyst class is: 4.